Dataset: hERG potassium channel inhibition data for cardiac toxicity prediction from Karim et al.. Task: Regression/Classification. Given a drug SMILES string, predict its toxicity properties. Task type varies by dataset: regression for continuous values (e.g., LD50, hERG inhibition percentage) or binary classification for toxic/non-toxic outcomes (e.g., AMES mutagenicity, cardiotoxicity, hepatotoxicity). Dataset: herg_karim. (1) The drug is CC#CCn1c(N2CCC[C@H](N)C2)nc2c1c(=O)n(CC(=O)c1ccccc1)c(=O)n2C. The result is 1 (blocker). (2) The molecule is CC(=O)Nc1ccc(CN2CCC3(CC2)C(NC2CCCCC2)=NC(=O)N3c2cccc(F)c2)cc1. The result is 0 (non-blocker). (3) The drug is O=C(/C=C/c1ccc(CN2CCCC(c3c[nH]c4ccccc34)C2)c(F)c1)NO. The result is 0 (non-blocker).